This data is from Reaction yield outcomes from USPTO patents with 853,638 reactions. The task is: Predict the reaction yield, written as a fraction of the theoretical maximum amount of product (1.0 means a 100% yield; for example, 0.34 means a 34% yield). The reactants are [Cl:1][C:2]1[CH:40]=[CH:39][C:5]([CH2:6][N:7]2[C:15]3[C:10](=[CH:11][C:12]([N:16](C)[C:17](=O)OC(C)(C)C)=[CH:13][CH:14]=3)[C:9]([C:25](=[O:37])[C:26]([NH:28][C:29]3[CH:34]=[CH:33][N:32]=[C:31]([O:35][CH3:36])[CH:30]=3)=[O:27])=[C:8]2[CH3:38])=[CH:4][CH:3]=1.FC(F)(F)C(O)=O.C(=O)(O)[O-].[Na+]. The catalyst is ClCCl. The product is [Cl:1][C:2]1[CH:3]=[CH:4][C:5]([CH2:6][N:7]2[C:15]3[C:10](=[CH:11][C:12]([NH:16][CH3:17])=[CH:13][CH:14]=3)[C:9]([C:25](=[O:37])[C:26]([NH:28][C:29]3[CH:34]=[CH:33][N:32]=[C:31]([O:35][CH3:36])[CH:30]=3)=[O:27])=[C:8]2[CH3:38])=[CH:39][CH:40]=1. The yield is 0.670.